From a dataset of Reaction yield outcomes from USPTO patents with 853,638 reactions. Predict the reaction yield, written as a fraction of the theoretical maximum amount of product (1.0 means a 100% yield; for example, 0.34 means a 34% yield). (1) The reactants are [CH:1]1([C:6]([NH:8][C:9]2[CH:14]=[CH:13][CH:12]=[C:11]([C:15]3[C:23]4[C:18](=[CH:19][CH:20]=[C:21]([C:24]5[N:28]=[CH:27][N:26](C(C6C=CC=CC=6)(C6C=CC=CC=6)C6C=CC=CC=6)[N:25]=5)[CH:22]=4)[N:17](C4CCCCO4)[N:16]=3)[CH:10]=2)=[O:7])[CH2:5][CH2:4][CH2:3][CH2:2]1. The catalyst is Cl.O1CCOCC1. The product is [NH:26]1[CH:27]=[N:28][C:24]([C:21]2[CH:22]=[C:23]3[C:18](=[CH:19][CH:20]=2)[NH:17][N:16]=[C:15]3[C:11]2[CH:10]=[C:9]([NH:8][C:6]([CH:1]3[CH2:2][CH2:3][CH2:4][CH2:5]3)=[O:7])[CH:14]=[CH:13][CH:12]=2)=[N:25]1. The yield is 0.460. (2) The reactants are [CH3:1][O:2][CH2:3][CH2:4][N:5]1[C:11](=[O:12])[CH2:10][CH2:9][CH2:8][C:7]2[CH:13]=[C:14]([N+:17]([O-])=O)[CH:15]=[CH:16][C:6]1=2. The catalyst is CCO.[Pd]. The product is [NH2:17][C:14]1[CH:15]=[CH:16][C:6]2[N:5]([CH2:4][CH2:3][O:2][CH3:1])[C:11](=[O:12])[CH2:10][CH2:9][CH2:8][C:7]=2[CH:13]=1. The yield is 0.540. (3) The catalyst is BrBr.CC[O-].[Na+].O. The product is [CH3:1][C@@H:2]1[CH2:3][CH2:4][C:5](=[C:6]([CH3:7])[CH3:8])[CH:11]1[C:9]([O:10][CH2:18][CH3:19])=[O:13]. The reactants are [CH3:1][C@H:2]1[CH2:11][C:9](=[O:10])[C:5](=[C:6]([CH3:8])[CH3:7])[CH2:4][CH2:3]1.C([O-])(O)=[O:13].[Na+].Cl.[CH3:18][CH2:19]OCC. The yield is 0.640. (4) The reactants are [Br-:1].[Br-:2].[Br-].C1([N+](C)(C)C)C=CC=CC=1.C1([N+](C)(C)C)C=CC=CC=1.C1([N+](C)(C)C)C=CC=CC=1.[C:34]([C:37]1[CH:42]=[CH:41][C:40]([NH:43][C:44](=[O:46])[CH3:45])=[CH:39][C:38]=1[O:47][CH2:48][C:49]1[CH:54]=[CH:53][CH:52]=[CH:51][CH:50]=1)(=[O:36])[CH3:35]. The catalyst is C1COCC1. The product is [CH2:48]([O:47][C:38]1[CH:39]=[C:40]([NH:43][C:44](=[O:46])[CH3:45])[CH:41]=[CH:42][C:37]=1[C:34](=[O:36])[CH:35]([Br:2])[Br:1])[C:49]1[CH:54]=[CH:53][CH:52]=[CH:51][CH:50]=1. The yield is 1.00.